Dataset: Catalyst prediction with 721,799 reactions and 888 catalyst types from USPTO. Task: Predict which catalyst facilitates the given reaction. (1) Reactant: [Cl:1][C:2]1[CH:10]=[C:9]2[C:5]([CH2:6][CH2:7][CH2:8]2)=[C:4]([O:11]C)[CH:3]=1.Br. Product: [Cl:1][C:2]1[CH:3]=[C:4]([OH:11])[C:5]2[CH2:6][CH2:7][CH2:8][C:9]=2[CH:10]=1. The catalyst class is: 13. (2) Reactant: [CH3:1][C:2]1[N:3]=[CH:4][C:5]2[C:10]([CH:11]=1)=[C:9]([N+:12]([O-])=O)[CH:8]=[CH:7][CH:6]=2. Product: [NH2:12][C:9]1[CH:8]=[CH:7][CH:6]=[C:5]2[C:10]=1[CH:11]=[C:2]([CH3:1])[N:3]=[CH:4]2. The catalyst class is: 43. (3) Reactant: C(O[C:5](=[O:7])[CH3:6])(=O)C.[F:8][C:9]1[CH:14]=[CH:13][C:12]([N+:15]([O-:17])=[O:16])=[CH:11][C:10]=1[NH2:18].C(O)(=O)C. Product: [F:8][C:9]1[CH:14]=[CH:13][C:12]([N+:15]([O-:17])=[O:16])=[CH:11][C:10]=1[NH:18][C:5](=[O:7])[CH3:6]. The catalyst class is: 6. (4) Product: [Br:1][C:2]1[C:7](=[O:8])[N:6]([C:9]2[C:14]([F:15])=[CH:13][CH:12]=[CH:11][C:10]=2[F:16])[C:5]([CH2:17][N:35]([CH3:36])[CH3:34])=[CH:4][C:3]=1[O:19][CH2:20][C:21]1[CH:26]=[CH:25][C:24]([F:27])=[CH:23][C:22]=1[F:28]. The catalyst class is: 411. Reactant: [Br:1][C:2]1[C:7](=[O:8])[N:6]([C:9]2[C:14]([F:15])=[CH:13][CH:12]=[CH:11][C:10]=2[F:16])[C:5]([CH:17]=O)=[CH:4][C:3]=1[O:19][CH2:20][C:21]1[CH:26]=[CH:25][C:24]([F:27])=[CH:23][C:22]=1[F:28].C1COCC1.[CH3:34][NH:35][CH3:36]. (5) Reactant: Cl.[CH:2]([N:5]1[C:9]([C:10]2[CH:15]=[C:14]([CH:16]([CH3:18])[CH3:17])[C:13]([O:19]COC)=[CH:12][C:11]=2[O:23]COC)=[N:8][NH:7][C:6]1=[O:27])([CH3:4])[CH3:3].C(=O)([O-])O.[Na+]. Product: [OH:23][C:11]1[CH:12]=[C:13]([OH:19])[C:14]([CH:16]([CH3:18])[CH3:17])=[CH:15][C:10]=1[C:9]1[N:5]([CH:2]([CH3:4])[CH3:3])[C:6](=[O:27])[NH:7][N:8]=1. The catalyst class is: 5. (6) Reactant: [OH:1][C:2]([CH3:11])([CH3:10])[C@@H:3]([C:5]([N:7]([CH3:9])[CH3:8])=[O:6])[NH2:4].S=[C:13]1[CH2:17][S:16][C:15](=[O:18])[NH:14]1. Product: [OH:1][C:2]([CH3:11])([CH3:10])[C@@H:3]([C:5]([N:7]([CH3:9])[CH3:8])=[O:6])[NH:4][C:13]1[CH2:17][S:16][C:15](=[O:18])[N:14]=1. The catalyst class is: 8. (7) Reactant: [CH2:1]([O:3][C:4](=[O:13])[C:5]1[CH:10]=[C:9]([F:11])[CH:8]=[N:7][C:6]=1Cl)[CH3:2].[F:14][C:15]1[CH:24]=[CH:23][C:18]([O:19][CH2:20][CH2:21][NH2:22])=[CH:17][CH:16]=1.C(N(CC)CC)C.C(O)C. Product: [F:11][C:9]1[CH:8]=[N:7][C:6]([NH:22][CH2:21][CH2:20][O:19][C:18]2[CH:23]=[CH:24][C:15]([F:14])=[CH:16][CH:17]=2)=[C:5]([CH:10]=1)[C:4]([O:3][CH2:1][CH3:2])=[O:13]. The catalyst class is: 6. (8) Reactant: [CH:1]([C:4]1[CH:9]=[CH:8][C:7]([C:10]2[O:11][C:12]([C:15]3[CH:16]=[C:17]([CH:22]=[CH:23][CH:24]=3)[C:18]([O:20]C)=[O:19])=[CH:13][N:14]=2)=[CH:6][CH:5]=1)([CH3:3])[CH3:2].[Li+].[OH-]. Product: [CH:1]([C:4]1[CH:5]=[CH:6][C:7]([C:10]2[O:11][C:12]([C:15]3[CH:16]=[C:17]([CH:22]=[CH:23][CH:24]=3)[C:18]([OH:20])=[O:19])=[CH:13][N:14]=2)=[CH:8][CH:9]=1)([CH3:3])[CH3:2]. The catalyst class is: 24.